The task is: Predict the reactants needed to synthesize the given product.. This data is from Full USPTO retrosynthesis dataset with 1.9M reactions from patents (1976-2016). (1) Given the product [CH2:1]([O:3][C:4](=[O:21])[C:5]([CH3:6])([O:8][C:9]1[CH:14]=[CH:13][C:12]([O:15][CH2:16][C:17](=[O:19])[NH:52][C:51]2[C:46]([CH3:45])=[N:47][C:48]([C:53]3[CH:54]=[CH:55][C:56]([C:59]([F:62])([F:60])[F:61])=[CH:57][CH:58]=3)=[CH:49][CH:50]=2)=[CH:11][C:10]=1[CH3:20])[CH3:7])[CH3:2], predict the reactants needed to synthesize it. The reactants are: [CH2:1]([O:3][C:4](=[O:21])[C:5]([O:8][C:9]1[CH:14]=[CH:13][C:12]([O:15][CH2:16][C:17]([OH:19])=O)=[CH:11][C:10]=1[CH3:20])([CH3:7])[CH3:6])[CH3:2].C(OC(=O)C(OC1C=CC(O)=CC=1C)(C)C)C.ClCC(OC)=O.[CH3:45][C:46]1[C:51]([NH2:52])=[CH:50][CH:49]=[C:48]([C:53]2[CH:58]=[CH:57][C:56]([C:59]([F:62])([F:61])[F:60])=[CH:55][CH:54]=2)[N:47]=1. (2) Given the product [ClH:35].[ClH:35].[ClH:35].[CH3:34][N:32]1[CH:33]=[C:29]([C:22]2[N:21]=[CH:20][N:25]3[CH:26]=[CH:27][N:28]=[C:24]3[CH:23]=2)[CH:30]=[N:31]1, predict the reactants needed to synthesize it. The reactants are: FCCC1(N2C=C([C:20]3[N:25]4[CH:26]=[CH:27][N:28]=[C:24]4[CH:23]=[C:22]([C:29]4[CH:30]=[N:31][N:32]([CH3:34])[CH:33]=4)[N:21]=3)C=N2)CN(C(OC(C)(C)C)=O)C1.[ClH:35]. (3) Given the product [CH:32]([C:28]1[CH:29]=[CH:30][CH:31]=[C:25]([CH:22]([CH3:24])[CH3:23])[C:26]=1[NH:27][C:2]1[CH:3]=[CH:4][CH:5]=[C:6]2[C:11]=1[N:10]=[C:9]([C:12]1[C:21]3[C:16](=[CH:17][CH:18]=[CH:19][CH:20]=3)[CH:15]=[CH:14][CH:13]=1)[CH:8]=[CH:7]2)([CH3:34])[CH3:33], predict the reactants needed to synthesize it. The reactants are: Br[C:2]1[CH:3]=[CH:4][CH:5]=[C:6]2[C:11]=1[N:10]=[C:9]([C:12]1[C:21]3[C:16](=[CH:17][CH:18]=[CH:19][CH:20]=3)[CH:15]=[CH:14][CH:13]=1)[CH:8]=[CH:7]2.[CH:22]([C:25]1[CH:31]=[CH:30][CH:29]=[C:28]([CH:32]([CH3:34])[CH3:33])[C:26]=1[NH2:27])([CH3:24])[CH3:23].C1(P(C2CCCCC2)C2C=CC=CC=2C2C=CC=CC=2N(C)C)CCCCC1.CC([O-])(C)C.[Na+].